From a dataset of NCI-60 drug combinations with 297,098 pairs across 59 cell lines. Regression. Given two drug SMILES strings and cell line genomic features, predict the synergy score measuring deviation from expected non-interaction effect. (1) Drug 1: CCN(CC)CCNC(=O)C1=C(NC(=C1C)C=C2C3=C(C=CC(=C3)F)NC2=O)C. Drug 2: CC(C)(C#N)C1=CC=C(C=C1)N2C3=C4C=C(C=CC4=NC=C3N(C2=O)C)C5=CC6=CC=CC=C6N=C5. Cell line: SK-OV-3. Synergy scores: CSS=79.2, Synergy_ZIP=10.8, Synergy_Bliss=10.3, Synergy_Loewe=12.0, Synergy_HSA=18.2. (2) Drug 1: CC1OCC2C(O1)C(C(C(O2)OC3C4COC(=O)C4C(C5=CC6=C(C=C35)OCO6)C7=CC(=C(C(=C7)OC)O)OC)O)O. Drug 2: C1C(C(OC1N2C=NC3=C2NC=NCC3O)CO)O. Cell line: SK-MEL-28. Synergy scores: CSS=10.3, Synergy_ZIP=-4.10, Synergy_Bliss=4.08, Synergy_Loewe=-11.9, Synergy_HSA=3.80. (3) Drug 1: C1=NC2=C(N1)C(=S)N=C(N2)N. Drug 2: CN1C(=O)N2C=NC(=C2N=N1)C(=O)N. Cell line: OVCAR3. Synergy scores: CSS=38.7, Synergy_ZIP=-2.75, Synergy_Bliss=-3.47, Synergy_Loewe=-35.7, Synergy_HSA=-4.17. (4) Cell line: 786-0. Synergy scores: CSS=-2.39, Synergy_ZIP=-2.08, Synergy_Bliss=-2.16, Synergy_Loewe=-8.86, Synergy_HSA=-4.84. Drug 2: CN1C2=C(C=C(C=C2)N(CCCl)CCCl)N=C1CCCC(=O)O.Cl. Drug 1: CN(C)C1=NC(=NC(=N1)N(C)C)N(C)C.